This data is from Full USPTO retrosynthesis dataset with 1.9M reactions from patents (1976-2016). The task is: Predict the reactants needed to synthesize the given product. (1) Given the product [N:16]1[NH:20][N:21]=[N:22][C:15]=1[C:14]1[CH:13]=[C:12]([N:10]2[N:9]=[N:8][C:7]([C:2]3[CH:3]=[CH:4][CH:5]=[CH:6][N:1]=3)=[N:11]2)[CH:19]=[CH:18][CH:17]=1, predict the reactants needed to synthesize it. The reactants are: [N:1]1[CH:6]=[CH:5][CH:4]=[CH:3][C:2]=1[C:7]1[N:8]=[N:9][N:10]([C:12]2[CH:13]=[C:14]([CH:17]=[CH:18][CH:19]=2)[C:15]#[N:16])[N:11]=1.[N-:20]=[N+:21]=[N-:22].[Na+].Cl.C(OCC)(=O)C. (2) Given the product [Cl:1][C:2]1[N:10]=[C:9]2[C:5]([N:6]=[CH:7][N:8]2[C:14]2[CH:15]=[CH:16][CH:17]=[C:12]([CH3:21])[CH:13]=2)=[C:4]([Cl:11])[N:3]=1, predict the reactants needed to synthesize it. The reactants are: [Cl:1][C:2]1[N:10]=[C:9]2[C:5]([NH:6][CH:7]=[N:8]2)=[C:4]([Cl:11])[N:3]=1.[C:12]1([CH3:21])[CH:17]=[CH:16][CH:15]=[C:14](B(O)O)[CH:13]=1.N1C2C(=CC=C3C=2N=CC=C3)C=CC=1. (3) Given the product [CH2:24]([NH:31][CH2:2][CH2:3][N:4]1[C:12]2[C:7](=[CH:8][C:9]([O:13][CH3:14])=[CH:10][CH:11]=2)[C:6]([S:15]([C:18]2[CH:23]=[CH:22][CH:21]=[CH:20][CH:19]=2)(=[O:17])=[O:16])=[CH:5]1)[C:25]1[CH:30]=[CH:29][CH:28]=[CH:27][CH:26]=1, predict the reactants needed to synthesize it. The reactants are: Cl[CH2:2][CH2:3][N:4]1[C:12]2[C:7](=[CH:8][C:9]([O:13][CH3:14])=[CH:10][CH:11]=2)[C:6]([S:15]([C:18]2[CH:23]=[CH:22][CH:21]=[CH:20][CH:19]=2)(=[O:17])=[O:16])=[CH:5]1.[CH2:24]([NH2:31])[C:25]1[CH:30]=[CH:29][CH:28]=[CH:27][CH:26]=1.